Predict which catalyst facilitates the given reaction. From a dataset of Catalyst prediction with 721,799 reactions and 888 catalyst types from USPTO. (1) Reactant: [F:1][C:2]1[CH:7]=[CH:6][C:5]([N:8]2[CH2:13][CH2:12][NH:11][CH2:10][CH2:9]2)=[CH:4][CH:3]=1.[C:14]1([C@@H:20]([NH:23][C:24]([C:26]2([C:32]3[CH:37]=[CH:36][CH:35]=[CH:34][CH:33]=3)[CH2:31][CH2:30][NH:29][CH2:28][CH2:27]2)=[O:25])[CH2:21][CH3:22])[CH:19]=[CH:18][CH:17]=[CH:16][CH:15]=1.CCCCCCC.[C:45](OCC)(=[O:47])C. Product: [C:14]1([C@@H:20]([NH:23][C:24]([C:26]2([C:32]3[CH:37]=[CH:36][CH:35]=[CH:34][CH:33]=3)[CH2:31][CH2:30][N:29]([C:45]([N:11]3[CH2:12][CH2:13][N:8]([C:5]4[CH:4]=[CH:3][C:2]([F:1])=[CH:7][CH:6]=4)[CH2:9][CH2:10]3)=[O:47])[CH2:28][CH2:27]2)=[O:25])[CH2:21][CH3:22])[CH:15]=[CH:16][CH:17]=[CH:18][CH:19]=1. The catalyst class is: 1. (2) Reactant: [F:1][C:2]1[CH:3]=[CH:4][C:5]([C:8]([C:27]2[CH:32]=[CH:31][C:30]([F:33])=[CH:29][N:28]=2)(O)[C:9]2[C:17]3[NH:16][C:15](=[O:18])[NH:14][C:13]=3[CH:12]=[C:11]([C:19]3[C:20]([CH3:25])=[N:21][O:22][C:23]=3[CH3:24])[CH:10]=2)=[N:6][CH:7]=1.C(N(S(F)(F)[F:40])CC)C.C([O-])(O)=O.[Na+]. Product: [CH3:25][C:20]1[C:19]([C:11]2[CH:10]=[C:9]([C:8]([F:40])([C:27]3[CH:32]=[CH:31][C:30]([F:33])=[CH:29][N:28]=3)[C:5]3[CH:4]=[CH:3][C:2]([F:1])=[CH:7][N:6]=3)[C:17]3[NH:16][C:15](=[O:18])[NH:14][C:13]=3[CH:12]=2)=[C:23]([CH3:24])[O:22][N:21]=1. The catalyst class is: 4. (3) Reactant: [Cl:1][C:2]1[CH:7]=[CH:6][C:5]([CH:8]2[CH2:13][CH2:12][N:11]([C:14](=[O:30])[CH2:15][CH2:16][C:17]([C:19]3[CH:29]=[CH:28][C:22]4[CH2:23][CH2:24][NH:25][CH2:26][CH2:27][C:21]=4[CH:20]=3)=[O:18])[CH2:10][CH2:9]2)=[CH:4][CH:3]=1.C=O.[CH:33](O)=O.[OH-].[Na+]. Product: [Cl:1][C:2]1[CH:7]=[CH:6][C:5]([CH:8]2[CH2:9][CH2:10][N:11]([C:14](=[O:30])[CH2:15][CH2:16][C:17]([C:19]3[CH:29]=[CH:28][C:22]4[CH2:23][CH2:24][N:25]([CH3:33])[CH2:26][CH2:27][C:21]=4[CH:20]=3)=[O:18])[CH2:12][CH2:13]2)=[CH:4][CH:3]=1. The catalyst class is: 6. (4) The catalyst class is: 3. Product: [OH:31][CH2:30][C:28]1[N:29]=[C:3]2[C:2]([N:35]3[CH2:36][CH2:37][NH:32][C:33](=[O:38])[CH2:34]3)=[N:7][CH:6]=[C:5]([C:8]3[CH:9]=[CH:10][C:11]([N:14]4[CH2:15][CH2:16][N:17]([C:20]([O:22][C:23]([CH3:26])([CH3:25])[CH3:24])=[O:21])[CH2:18][CH2:19]4)=[N:12][CH:13]=3)[N:4]2[CH:27]=1. Reactant: Cl[C:2]1[C:3]2[N:4]([CH:27]=[C:28]([CH2:30][OH:31])[N:29]=2)[C:5]([C:8]2[CH:9]=[CH:10][C:11]([N:14]3[CH2:19][CH2:18][N:17]([C:20]([O:22][C:23]([CH3:26])([CH3:25])[CH3:24])=[O:21])[CH2:16][CH2:15]3)=[N:12][CH:13]=2)=[CH:6][N:7]=1.[NH:32]1[CH2:37][CH2:36][NH:35][CH2:34][C:33]1=[O:38].C([O-])([O-])=O.[K+].[K+].CCOC(C)=O. (5) Reactant: Cl.[NH2:2][C@@H:3]([CH2:11][CH:12]([CH3:14])[CH3:13])[C:4]([O:6][C:7]([CH3:10])([CH3:9])[CH3:8])=[O:5].[CH:15](=O)[C:16]([CH3:19])([CH3:18])[CH3:17].C(O)(=O)C.C([BH3-])#N. Product: [CH3:13][CH:12]([CH3:14])[CH2:11][C@H:3]([NH:2][CH2:15][C:16]([CH3:19])([CH3:18])[CH3:17])[C:4]([O:6][C:7]([CH3:8])([CH3:9])[CH3:10])=[O:5]. The catalyst class is: 4. (6) Reactant: [CH:1]([Mg]Br)=[CH2:2].[F:5][C:6]1[CH:7]=[C:8]([CH2:13][C@H:14]([NH:18][C:19](=[O:25])[O:20][C:21]([CH3:24])([CH3:23])[CH3:22])[C@@H:15]2[CH2:17][O:16]2)[CH:9]=[C:10]([F:12])[CH:11]=1. Product: [F:5][C:6]1[CH:7]=[C:8]([CH:9]=[C:10]([F:12])[CH:11]=1)[CH2:13][C@H:14]([NH:18][C:19](=[O:25])[O:20][C:21]([CH3:24])([CH3:23])[CH3:22])[C@@H:15]([OH:16])[CH2:17][CH:1]=[CH2:2]. The catalyst class is: 7. (7) Reactant: [H-].[Na+].N[C:4]1C=CC=C[CH:5]=1.C[C:11]1[CH2:15][C:14]([CH3:16])=[C:13]([CH3:17])[C:12]=1[CH3:18].ClC[SiH:21]([CH2:28][CH2:29][CH2:30][CH2:31][CH2:32][CH2:33][CH2:34][CH2:35][CH2:36][CH2:37][CH2:38][CH2:39][CH2:40][CH2:41][CH2:42][CH2:43][CH2:44][CH3:45])[C:22]1[CH:27]=[CH:26][CH:25]=[CH:24][CH:23]=1.C(=O)([O-])[O-].[Na+].[Na+]. Product: [CH3:11][C:15]1[C:28]([SiH2:21][C:22]2[CH:23]=[CH:24][CH:25]=[CH:26][CH:27]=2)([CH2:29][CH2:30][CH2:31][CH2:32][CH2:33][CH2:34][CH2:35][CH2:36][CH2:37][CH2:38][CH2:39][CH2:40][CH2:41][CH2:42][CH2:43][CH2:44][CH2:45][CH2:4][CH3:5])[C:12]([CH3:18])=[C:13]([CH3:17])[C:14]=1[CH3:16]. The catalyst class is: 207. (8) Reactant: NC1(C2C=CC(C3C(=O)C4C(=CC=C(F)C=4)OC=3C3C=CC=CC=3)=CC=2)CCC1.C(OC(=O)[NH:36][C:37]1([C:41]2[CH:46]=[CH:45][C:44]([C:47]3[C:56](=[O:57])[C:55]4[C:50](=[C:51]([N:58]5[CH2:63][CH2:62][O:61][CH2:60][CH2:59]5)[CH:52]=[CH:53][CH:54]=4)[O:49][C:48]=3[C:64]3[CH:69]=[CH:68][CH:67]=[CH:66][CH:65]=3)=[CH:43][CH:42]=2)[CH2:40][CH2:39][CH2:38]1)(C)(C)C.C(O)(C(F)(F)F)=O.[ClH:78]. Product: [ClH:78].[NH2:36][C:37]1([C:41]2[CH:42]=[CH:43][C:44]([C:47]3[C:56](=[O:57])[C:55]4[C:50](=[C:51]([N:58]5[CH2:63][CH2:62][O:61][CH2:60][CH2:59]5)[CH:52]=[CH:53][CH:54]=4)[O:49][C:48]=3[C:64]3[CH:69]=[CH:68][CH:67]=[CH:66][CH:65]=3)=[CH:45][CH:46]=2)[CH2:40][CH2:39][CH2:38]1. The catalyst class is: 24. (9) Reactant: [OH:1][C:2]1[CH:10]=[C:9]2[C:5]([C:6]([CH2:20][N:21]([CH3:29])[C:22](=[O:28])[O:23][C:24]([CH3:27])([CH3:26])[CH3:25])=[CH:7][N:8]2[S:11]([C:14]2[CH:15]=[N:16][CH:17]=[CH:18][CH:19]=2)(=[O:13])=[O:12])=[CH:4][CH:3]=1.C(=O)([O-])[O-].[Cs+].[Cs+].[Cl:36][C:37]1[CH:42]=[CH:41][C:40]([N+:43]([O-:45])=[O:44])=[C:39](F)[CH:38]=1.O. Product: [Cl:36][C:37]1[CH:38]=[CH:39][C:40]([N+:43]([O-:45])=[O:44])=[C:41]([CH:42]=1)[O:1][C:2]1[CH:10]=[C:9]2[C:5]([C:6]([CH2:20][N:21]([CH3:29])[C:22](=[O:28])[O:23][C:24]([CH3:25])([CH3:26])[CH3:27])=[CH:7][N:8]2[S:11]([C:14]2[CH:15]=[N:16][CH:17]=[CH:18][CH:19]=2)(=[O:12])=[O:13])=[CH:4][CH:3]=1. The catalyst class is: 9.